This data is from Full USPTO retrosynthesis dataset with 1.9M reactions from patents (1976-2016). The task is: Predict the reactants needed to synthesize the given product. (1) Given the product [Cl:40][C:32]1[C:33]2[CH:39]=[CH:38][CH:37]=[CH:36][C:34]=2[S:35][C:31]=1[CH2:30][CH:15]1[CH2:16][CH2:17][N:13]([C@H:10]2[CH2:9][CH2:8][C@@H:7]([OH:6])[CH2:12][CH2:11]2)[C:14]1=[O:18], predict the reactants needed to synthesize it. The reactants are: C([Si](C)(C)[O:6][C@@H:7]1[CH2:12][CH2:11][C@H:10]([N:13]2[CH2:17][CH2:16][CH2:15][C:14]2=[O:18])[CH2:9][CH2:8]1)(C)(C)C.[Li+].CC([N-]C(C)C)C.Br[CH2:30][C:31]1[S:35][C:34]2[CH:36]=[CH:37][CH:38]=[CH:39][C:33]=2[C:32]=1[Cl:40].Cl. (2) Given the product [Br:1][C:2]1[C:3]([F:22])=[CH:4][C:5]2[O:11][CH2:10][CH2:9][N:8]3[C:12]([C:18]([N:25]([CH3:26])[CH3:24])=[O:19])=[C:13]([C:15]([NH2:16])=[O:17])[N:14]=[C:7]3[C:6]=2[CH:21]=1, predict the reactants needed to synthesize it. The reactants are: [Br:1][C:2]1[C:3]([F:22])=[CH:4][C:5]2[O:11][CH2:10][CH2:9][N:8]3[C:12]([C:18](O)=[O:19])=[C:13]([C:15](=[O:17])[NH2:16])[N:14]=[C:7]3[C:6]=2[CH:21]=1.Cl.[CH3:24][NH:25][CH3:26]. (3) The reactants are: [Br:1][C:2]1[CH:10]=[CH:9][C:5]([C:6]([OH:8])=O)=[C:4]([N+:11]([O-:13])=[O:12])[CH:3]=1.S(Cl)(Cl)=O.[Cl-].[Cl-].[Cl-].[Al+3].Cl. Given the product [Br:1][C:2]1[CH:10]=[CH:9][C:5]([C:6]([C:2]2[CH:10]=[CH:9][CH:5]=[CH:4][CH:3]=2)=[O:8])=[C:4]([N+:11]([O-:13])=[O:12])[CH:3]=1, predict the reactants needed to synthesize it. (4) Given the product [Br:1][C:2]1[CH:7]=[CH:6][C:5]([C:8]2[N:33]=[C:23]([C:22]3[CH:25]=[CH:26][CH:27]=[CH:28][C:21]=3[Cl:20])[N:10]([OH:11])[C:9]=2[C:12]2[CH:13]=[CH:14][NH:15][C:29](=[O:32])[CH:30]=2)=[CH:4][CH:3]=1, predict the reactants needed to synthesize it. The reactants are: [Br:1][C:2]1[CH:7]=[CH:6][C:5]([C:8](=O)[C:9]([C:12]2C=C[N:15]=[C:14](F)[CH:13]=2)=[N:10][OH:11])=[CH:4][CH:3]=1.[Cl:20][C:21]1[CH:28]=[CH:27][CH:26]=[CH:25][C:22]=1[CH:23]=O.[C:29]([O-:32])(=O)[CH3:30].[NH4+:33]. (5) Given the product [Cl:11][C:12]1[CH:13]=[CH:14][C:15]([O:20][CH3:21])=[C:16]([CH:17]=[N:29][C:27]([O:36][Si:3]([CH3:5])([CH3:4])[CH3:2])=[CH2:28])[CH:19]=1, predict the reactants needed to synthesize it. The reactants are: [Li+].[CH3:2][Si:3]([N-][Si:3]([CH3:5])([CH3:4])[CH3:2])([CH3:5])[CH3:4].[Cl:11][C:12]1[CH:13]=[CH:14][C:15]([O:20][CH3:21])=[C:16]([CH:19]=1)[CH:17]=O.C[Si](Cl)(C)C.[CH2:27]([N:29](CC)CC)[CH3:28].C(Cl)(=[O:36])C. (6) Given the product [Si:16]([O:9][CH2:8][C:7]1[C:2]([Cl:1])=[N:3][C:4]([Cl:10])=[CH:5][CH:6]=1)([C:19]([CH3:22])([CH3:21])[CH3:20])([CH3:18])[CH3:17], predict the reactants needed to synthesize it. The reactants are: [Cl:1][C:2]1[C:7]([CH2:8][OH:9])=[CH:6][CH:5]=[C:4]([Cl:10])[N:3]=1.N1C=CN=C1.[Si:16](Cl)([C:19]([CH3:22])([CH3:21])[CH3:20])([CH3:18])[CH3:17].O.